This data is from NCI-60 drug combinations with 297,098 pairs across 59 cell lines. The task is: Regression. Given two drug SMILES strings and cell line genomic features, predict the synergy score measuring deviation from expected non-interaction effect. (1) Cell line: BT-549. Drug 1: C1CN1C2=NC(=NC(=N2)N3CC3)N4CC4. Synergy scores: CSS=22.6, Synergy_ZIP=-3.61, Synergy_Bliss=0.0791, Synergy_Loewe=-1.19, Synergy_HSA=2.73. Drug 2: C1=CC(=CC=C1CCCC(=O)O)N(CCCl)CCCl. (2) Drug 1: C1CC(C1)(C(=O)O)C(=O)O.[NH2-].[NH2-].[Pt+2]. Drug 2: C1CN(P(=O)(OC1)NCCCl)CCCl. Cell line: MDA-MB-231. Synergy scores: CSS=4.17, Synergy_ZIP=-3.04, Synergy_Bliss=-1.30, Synergy_Loewe=1.18, Synergy_HSA=1.34.